This data is from Forward reaction prediction with 1.9M reactions from USPTO patents (1976-2016). The task is: Predict the product of the given reaction. (1) Given the reactants CC1(C)C(C)(C)OB([C:9]2[CH2:10][CH2:11][N:12]([C:15]([O:17][C:18]([CH3:21])([CH3:20])[CH3:19])=[O:16])[CH2:13][CH:14]=2)O1.C([O-])([O-])=O.[K+].[K+].Br[C:30]1[CH:31]=[C:32]([NH:37][C:38](=[O:42])[CH:39]([CH3:41])[CH3:40])[CH:33]=[CH:34][C:35]=1[CH3:36], predict the reaction product. The product is: [C:38]([NH:37][C:32]1[CH:33]=[CH:34][C:35]([CH3:36])=[C:30]([C:9]2[CH2:10][CH2:11][N:12]([C:15]([O:17][C:18]([CH3:19])([CH3:20])[CH3:21])=[O:16])[CH2:13][CH:14]=2)[CH:31]=1)(=[O:42])[CH:39]([CH3:41])[CH3:40]. (2) The product is: [OH:29][C:22]1[C:21](=[O:20])[N:9]([CH2:8][CH2:7][CH2:6][N:1]2[CH:5]=[CH:4][N:3]=[CH:2]2)[CH:16]([C:14]2[O:15][C:11]([CH3:10])=[CH:12][CH:13]=2)[C:23]=1[CH2:24][CH2:25][CH2:26][CH2:27][CH3:28]. Given the reactants [N:1]1([CH2:6][CH2:7][CH2:8][NH2:9])[CH:5]=[CH:4][N:3]=[CH:2]1.[CH3:10][C:11]1[O:15][C:14]([CH:16]=O)=[CH:13][CH:12]=1.C([O:20][C:21](=O)[C:22](=[O:29])[CH2:23][CH2:24][CH2:25][CH2:26][CH2:27][CH3:28])C, predict the reaction product. (3) Given the reactants [OH:1][C@@H:2]1[CH2:6][C@H:5]([OH:7])[C@H:4]([CH2:8]/[CH:9]=[CH:10]\[CH2:11][CH2:12][CH2:13][C:14]([OH:16])=[O:15])[C@H:3]1/[CH:17]=[CH:18]/[C@@H:19]([OH:32])[CH2:20][O:21][C:22]1[CH:27]=[CH:26][CH:25]=[C:24]([C:28]([F:31])([F:30])[F:29])[CH:23]=1.C([O-])([O-])=O.[K+].[K+].I[CH:40]([CH3:42])[CH3:41].O, predict the reaction product. The product is: [OH:1][C@@H:2]1[CH2:6][C@H:5]([OH:7])[C@H:4]([CH2:8]/[CH:9]=[CH:10]\[CH2:11][CH2:12][CH2:13][C:14]([O:16][CH:40]([CH3:42])[CH3:41])=[O:15])[C@H:3]1/[CH:17]=[CH:18]/[C@@H:19]([OH:32])[CH2:20][O:21][C:22]1[CH:27]=[CH:26][CH:25]=[C:24]([C:28]([F:29])([F:30])[F:31])[CH:23]=1. (4) Given the reactants C(N(CC)CC)C.CS(Cl)(=O)=O.[C:13]([O:16][CH2:17][C:18]([CH3:58])([CH3:57])[CH2:19][N:20]1[C:26]2[CH:27]=[CH:28][C:29]([Cl:31])=[CH:30][C:25]=2[C@@H:24]([C:32]2[CH:37]=[CH:36][CH:35]=[C:34]([O:38][CH3:39])[C:33]=2[O:40][CH3:41])[O:23][C@H:22]([CH2:42][C:43]2[S:44][C:45]([CH:48](O)[CH2:49][C:50]([O:52][CH2:53][CH3:54])=[O:51])=[CH:46][N:47]=2)[C:21]1=[O:56])(=[O:15])[CH3:14].C1CCN2C(=NCCC2)CC1, predict the reaction product. The product is: [C:13]([O:16][CH2:17][C:18]([CH3:57])([CH3:58])[CH2:19][N:20]1[C:26]2[CH:27]=[CH:28][C:29]([Cl:31])=[CH:30][C:25]=2[C@@H:24]([C:32]2[CH:37]=[CH:36][CH:35]=[C:34]([O:38][CH3:39])[C:33]=2[O:40][CH3:41])[O:23][C@H:22]([CH2:42][C:43]2[S:44][C:45](/[CH:48]=[CH:49]/[C:50]([O:52][CH2:53][CH3:54])=[O:51])=[CH:46][N:47]=2)[C:21]1=[O:56])(=[O:15])[CH3:14]. (5) Given the reactants [CH2:1]([O:8][C:9]1[CH:10]=[C:11]([CH:15]=[C:16]([C:19]2[CH:20]=[CH:21][C:22]3[O:26][C:25]([C:27]4[CH:32]=[CH:31][C:30]([F:33])=[CH:29][CH:28]=4)=[C:24]([C:34](=[O:37])[NH:35][CH3:36])[C:23]=3[CH:38]=2)[C:17]=1[CH3:18])[C:12](O)=[O:13])[C:2]1[CH:7]=[CH:6][CH:5]=[CH:4][CH:3]=1.[N:39]1[CH:44]=[CH:43][CH:42]=[CH:41][C:40]=1[C:45]1([NH2:48])[CH2:47][CH2:46]1.C1C=CC2N(O)N=NC=2C=1.CCN=C=NCCCN(C)C.Cl.C(N(C(C)C)CC)(C)C, predict the reaction product. The product is: [CH2:1]([O:8][C:9]1[C:17]([CH3:18])=[C:16]([C:19]2[CH:20]=[CH:21][C:22]3[O:26][C:25]([C:27]4[CH:32]=[CH:31][C:30]([F:33])=[CH:29][CH:28]=4)=[C:24]([C:34]([NH:35][CH3:36])=[O:37])[C:23]=3[CH:38]=2)[CH:15]=[C:11]([C:12](=[O:13])[NH:48][C:45]2([C:40]3[CH:41]=[CH:42][CH:43]=[CH:44][N:39]=3)[CH2:47][CH2:46]2)[CH:10]=1)[C:2]1[CH:3]=[CH:4][CH:5]=[CH:6][CH:7]=1.